The task is: Predict the reaction yield, written as a fraction of the theoretical maximum amount of product (1.0 means a 100% yield; for example, 0.34 means a 34% yield).. This data is from Reaction yield outcomes from USPTO patents with 853,638 reactions. (1) The reactants are F[C:2]1[CH:41]=[CH:40][C:39]([F:42])=[CH:38][C:3]=1[CH2:4][N:5]1[CH:9]=[C:8]([C:10]2[C:18]3[C:13](=[N:14][CH:15]=[C:16]([C:19]4[CH:20]=[C:21]([N:25]5[CH2:30][CH2:29][N:28](C(OC(C)(C)C)=O)[CH2:27][CH2:26]5)[CH:22]=[CH:23][CH:24]=4)[CH:17]=3)[NH:12][CH:11]=2)[CH:7]=[N:6]1.[ClH:43].CCOCC. The catalyst is CO.O1CCOCC1. The product is [ClH:43].[F:42][C:39]1[CH:38]=[C:3]([CH:2]=[CH:41][CH:40]=1)[CH2:4][N:5]1[CH:9]=[C:8]([C:10]2[C:18]3[C:13](=[N:14][CH:15]=[C:16]([C:19]4[CH:24]=[CH:23][CH:22]=[C:21]([N:25]5[CH2:30][CH2:29][NH:28][CH2:27][CH2:26]5)[CH:20]=4)[CH:17]=3)[NH:12][CH:11]=2)[CH:7]=[N:6]1. The yield is 0.298. (2) The reactants are C([N-]C(C)C)(C)C.[Li+].[Br:9][C:10]1[CH:11]=[N:12][CH:13]=[C:14]([Br:16])[CH:15]=1.[CH:17](OCC)=[O:18]. The catalyst is C1COCC1. The product is [Br:16][C:14]1[CH:13]=[N:12][CH:11]=[C:10]([Br:9])[C:15]=1[CH:17]=[O:18]. The yield is 0.630. (3) The reactants are [CH2:1]([N:5]1[C:9]([C:10]2[CH:15]=[CH:14][CH:13]=[CH:12][CH:11]=2)=[CH:8][C:7]([C:16]([O:18]CC)=O)=[N:6]1)[CH:2]([CH3:4])[CH3:3].[NH3:21]. No catalyst specified. The product is [CH2:1]([N:5]1[C:9]([C:10]2[CH:15]=[CH:14][CH:13]=[CH:12][CH:11]=2)=[CH:8][C:7]([C:16]([NH2:21])=[O:18])=[N:6]1)[CH:2]([CH3:4])[CH3:3]. The yield is 0.870. (4) The product is [CH3:1][O:2][C:3]1[CH:11]=[CH:10][CH:9]=[C:8]2[C:4]=1[CH2:5][NH:6][CH2:7]2. The catalyst is Cl.CCOC(C)=O. The yield is 0.961. The reactants are [CH3:1][O:2][C:3]1[CH:11]=[CH:10][CH:9]=[C:8]2[C:4]=1[CH2:5][N:6](C(OC(C)(C)C)=O)[CH2:7]2.CCOC(C)=O.